Dataset: Full USPTO retrosynthesis dataset with 1.9M reactions from patents (1976-2016). Task: Predict the reactants needed to synthesize the given product. (1) Given the product [NH2:1][C:2]1[CH:3]=[C:4]([NH:8][C:9]2[N:14]=[C:13]([NH:15][C:16]3[CH:21]=[CH:20][CH:19]=[C:18]([N:22]=[CH:25][C:26]([O:28][C:29]([CH3:32])([CH3:31])[CH3:30])=[O:27])[CH:17]=3)[C:12]([F:23])=[CH:11][N:10]=2)[CH:5]=[CH:6][CH:7]=1, predict the reactants needed to synthesize it. The reactants are: [NH2:1][C:2]1[CH:3]=[C:4]([NH:8][C:9]2[N:14]=[C:13]([NH:15][C:16]3[CH:21]=[CH:20][CH:19]=[C:18]([NH2:22])[CH:17]=3)[C:12]([F:23])=[CH:11][N:10]=2)[CH:5]=[CH:6][CH:7]=1.Br[CH2:25][C:26]([O:28][C:29]([CH3:32])([CH3:31])[CH3:30])=[O:27]. (2) Given the product [CH3:14][C:13]1[CH:15]=[CH:16][C:10]([S:7]([O:6][CH2:1][CH2:2][CH2:3][C:4]#[CH:5])(=[O:9])=[O:8])=[CH:11][CH:12]=1, predict the reactants needed to synthesize it. The reactants are: [CH2:1]([OH:6])[CH2:2][CH2:3][C:4]#[CH:5].[S:7](Cl)([C:10]1[CH:16]=[CH:15][C:13]([CH3:14])=[CH:12][CH:11]=1)(=[O:9])=[O:8].CCN(CC)CC. (3) Given the product [CH2:3]([C:4]1[O:10][C:9](=[O:11])[C:8]2[CH:12]=[CH:13][N:14]=[CH:15][C:7]=2[N:6]=1)[CH:2]([CH3:16])[CH3:1], predict the reactants needed to synthesize it. The reactants are: [CH3:1][CH:2]([CH3:16])[CH2:3][C:4]([NH:6][C:7]1[CH:15]=[N:14][CH:13]=[CH:12][C:8]=1[C:9]([OH:11])=[O:10])=O. (4) Given the product [Br:49][CH2:26][CH2:25][CH2:24][CH2:23][CH2:22][CH2:21][C:7]1[C:6]2[CH:5]=[CH:4][C:3]([OH:28])=[C:2]([F:1])[C:12]=2[CH2:11][CH2:10][CH2:9][C:8]=1[C:13]1[CH:18]=[CH:17][C:16]([F:19])=[C:15]([OH:20])[CH:14]=1, predict the reactants needed to synthesize it. The reactants are: [F:1][C:2]1[C:12]2[CH2:11][CH2:10][CH2:9][C:8]([C:13]3[CH:18]=[CH:17][C:16]([F:19])=[C:15]([OH:20])[CH:14]=3)=[C:7]([CH2:21][CH2:22][CH2:23][CH2:24][CH2:25][CH2:26]O)[C:6]=2[CH:5]=[CH:4][C:3]=1[OH:28].C1(P(C2C=CC=CC=2)C2C=CC=CC=2)C=CC=CC=1.C(Br)(Br)(Br)[Br:49].